From a dataset of Full USPTO retrosynthesis dataset with 1.9M reactions from patents (1976-2016). Predict the reactants needed to synthesize the given product. (1) Given the product [C:52]1([C:51]2[CH:50]=[N:49][N:47]3[CH:48]=[C:43]([C:9]4[CH:10]=[C:11]([C:14]([O:16][CH3:17])=[O:15])[S:12][CH:13]=4)[CH:44]=[N:45][C:46]=23)[CH:53]=[CH:54][CH:55]=[CH:56][CH:57]=1, predict the reactants needed to synthesize it. The reactants are: CC1(C)C(C)(C)OB([C:9]2[CH:10]=[C:11]([C:14]([O:16][CH3:17])=[O:15])[S:12][CH:13]=2)O1.CC1(C)C(C)(C)OB(B2OC(C)(C)C(C)(C)O2)O1.C([O-])(=O)C.[K+].Br[C:43]1[CH:44]=[N:45][C:46]2[N:47]([N:49]=[CH:50][C:51]=2[C:52]2[CH:57]=[CH:56][CH:55]=[CH:54][CH:53]=2)[CH:48]=1.C(=O)([O-])[O-].[Na+].[Na+]. (2) Given the product [OH:1][C@H:2]([CH2:6][CH:7]1[CH2:8][CH2:9][O:10][CH2:11][CH2:12]1)[C:3]([O:5][CH3:13])=[O:4], predict the reactants needed to synthesize it. The reactants are: [OH:1][C@H:2]([CH2:6][CH:7]1[CH2:12][CH2:11][O:10][CH2:9][CH2:8]1)[C:3]([OH:5])=[O:4].[CH3:13]O. (3) The reactants are: [CH3:1][O:2][C:3](=[O:19])[CH2:4]P(OCC(F)(F)F)(OCC(F)(F)F)=O.[Br:20][C:21]1[CH:28]=[CH:27][C:24]([CH:25]=O)=[CH:23][CH:22]=1. Given the product [CH3:1][O:2][C:3](=[O:19])/[CH:4]=[CH:25]\[C:24]1[CH:27]=[CH:28][C:21]([Br:20])=[CH:22][CH:23]=1, predict the reactants needed to synthesize it.